This data is from Forward reaction prediction with 1.9M reactions from USPTO patents (1976-2016). The task is: Predict the product of the given reaction. (1) Given the reactants C(OC([N:8]1[CH2:13][CH2:12][CH2:11][CH2:10][CH:9]1[CH2:14][CH2:15][O:16][C:17]1[CH:22]=[CH:21][C:20]([C:23]2[NH:27][C:26]3[CH:28]=[CH:29][C:30]([C:32](=[O:34])[NH2:33])=[CH:31][C:25]=3[N:24]=2)=[CH:19][CH:18]=1)=O)(C)(C)C.C(O)(C(F)(F)F)=O, predict the reaction product. The product is: [NH:8]1[CH2:13][CH2:12][CH2:11][CH2:10][CH:9]1[CH2:14][CH2:15][O:16][C:17]1[CH:18]=[CH:19][C:20]([C:23]2[NH:27][C:26]3[CH:28]=[CH:29][C:30]([C:32]([NH2:33])=[O:34])=[CH:31][C:25]=3[N:24]=2)=[CH:21][CH:22]=1. (2) Given the reactants [F:1][C:2]1[CH:7]=[CH:6][C:5]([CH2:8][CH2:9][S:10][CH:11]([CH2:16][C:17]2[CH:22]=[CH:21][C:20]([CH2:23][CH2:24][O:25][C:26]3[CH:31]=[CH:30][C:29]([O:32][S:33]([CH3:36])(=[O:35])=[O:34])=[CH:28][CH:27]=3)=[CH:19][CH:18]=2)[C:12]([O:14]C)=[O:13])=[CH:4][CH:3]=1.[OH-].[Li+], predict the reaction product. The product is: [F:1][C:2]1[CH:7]=[CH:6][C:5]([CH2:8][CH2:9][S:10][CH:11]([CH2:16][C:17]2[CH:22]=[CH:21][C:20]([CH2:23][CH2:24][O:25][C:26]3[CH:27]=[CH:28][C:29]([O:32][S:33]([CH3:36])(=[O:35])=[O:34])=[CH:30][CH:31]=3)=[CH:19][CH:18]=2)[C:12]([OH:14])=[O:13])=[CH:4][CH:3]=1.